This data is from Forward reaction prediction with 1.9M reactions from USPTO patents (1976-2016). The task is: Predict the product of the given reaction. (1) Given the reactants [CH:1](=[O:3])[CH3:2].N.[CH2:5]=[O:6].[C:7]([O:10]O)(=[O:9])[CH3:8].[N+]([O-])(O)=[O:13].[N:16]1C=[CH:20][CH:19]=[CH:18][CH:17]=1, predict the reaction product. The product is: [CH2:19]([C:18]1[CH:7]=[CH:8][C:1]([CH3:2])=[N:16][CH:17]=1)[CH3:20].[CH:5]([CH:1]=[O:3])=[O:6].[C:7]([OH:10])(=[O:9])[CH:8]=[O:13]. (2) Given the reactants [OH:1][C:2]1[CH:9]=[CH:8][C:5]([CH:6]=[O:7])=[CH:4][CH:3]=1.[CH:10]1([CH:16](O)[CH3:17])[CH2:15][CH2:14][CH2:13][CH2:12][CH2:11]1.N(C(OC(C)(C)C)=O)=NC(OC(C)(C)C)=O.C1(P(C2C=CC=CC=2)C2C=CC=CC=2)C=CC=CC=1, predict the reaction product. The product is: [CH:10]1([CH:16]([O:1][C:2]2[CH:9]=[CH:8][C:5]([CH:6]=[O:7])=[CH:4][CH:3]=2)[CH3:17])[CH2:15][CH2:14][CH2:13][CH2:12][CH2:11]1.